This data is from Reaction yield outcomes from USPTO patents with 853,638 reactions. The task is: Predict the reaction yield, written as a fraction of the theoretical maximum amount of product (1.0 means a 100% yield; for example, 0.34 means a 34% yield). (1) The reactants are Cl.C([O:5][C@H:6]([CH3:33])[CH2:7][CH2:8][CH2:9][CH2:10][N:11]1[C:16](=[O:17])[C:15]2[C:18](=[O:30])[CH:19]=[C:20]([CH3:29])[N:21]([CH2:22][C:23]3[CH:28]=[CH:27][CH:26]=[CH:25][CH:24]=3)[C:14]=2[N:13]([CH3:31])[C:12]1=[O:32])(=O)C. The catalyst is CO. The product is [CH2:22]([N:21]1[C:14]2[N:13]([CH3:31])[C:12](=[O:32])[N:11]([CH2:10][CH2:9][CH2:8][CH2:7][C@H:6]([OH:5])[CH3:33])[C:16](=[O:17])[C:15]=2[C:18](=[O:30])[CH:19]=[C:20]1[CH3:29])[C:23]1[CH:28]=[CH:27][CH:26]=[CH:25][CH:24]=1. The yield is 0.600. (2) The reactants are Cl.Cl.[NH2:3][C:4]1[N:9]=[C:8]([CH2:10][CH2:11][C:12]2[CH:13]=[C:14]([NH:18][C:19]3[C:24]([F:25])=[CH:23][N:22]=[C:21](Cl)[N:20]=3)[CH:15]=[CH:16][CH:17]=2)[CH:7]=[CH:6][CH:5]=1.C(N(CC)CC)C.CC1(C)C2C=CC=C(P(C3C=CC=CC=3)C3C=CC=CC=3)C=2OC2C1=CC=CC=2P(C1C=CC=CC=1)C1C=CC=CC=1.C(=O)([O-])[O-].[Cs+].[Cs+]. The catalyst is C([O-])(=O)C.[Pd+2].C([O-])(=O)C.CN(C)C=O.O1CCOCC1. The product is [F:25][C:24]1[CH:23]=[N:22][C:21]2[NH:3][C:4]3[CH:5]=[CH:6][CH:7]=[C:8]([N:9]=3)[CH2:10][CH2:11][C:12]3[CH:13]=[C:14]([NH:18][C:19]=1[N:20]=2)[CH:15]=[CH:16][CH:17]=3. The yield is 0.250.